This data is from Reaction yield outcomes from USPTO patents with 853,638 reactions. The task is: Predict the reaction yield, written as a fraction of the theoretical maximum amount of product (1.0 means a 100% yield; for example, 0.34 means a 34% yield). The reactants are [O:1]=[C:2]1[C:10]2[C:5](=[CH:6][CH:7]=[CH:8][CH:9]=2)[C:4](=[O:11])[N:3]1[CH2:12][CH2:13][CH2:14][C:15]1[CH:16]=[C:17]([CH:20]=[CH:21][CH:22]=1)[CH:18]=O.[Br-].[Cl:24][C:25]1[CH:50]=[CH:49][C:28]([CH2:29][P+](C2C=CC=CC=2)(C2C=CC=CC=2)C2C=CC=CC=2)=[CH:27][CH:26]=1. No catalyst specified. The product is [Cl:24][C:25]1[CH:26]=[CH:27][C:28](/[CH:29]=[CH:18]/[C:17]2[CH:16]=[C:15]([CH2:14][CH2:13][CH2:12][N:3]3[C:4](=[O:11])[C:5]4[C:10](=[CH:9][CH:8]=[CH:7][CH:6]=4)[C:2]3=[O:1])[CH:22]=[CH:21][CH:20]=2)=[CH:49][CH:50]=1.[Cl:24][C:25]1[CH:26]=[CH:27][C:28](/[CH:29]=[CH:18]\[C:17]2[CH:16]=[C:15]([CH2:14][CH2:13][CH2:12][N:3]3[C:4](=[O:11])[C:5]4[C:10](=[CH:9][CH:8]=[CH:7][CH:6]=4)[C:2]3=[O:1])[CH:22]=[CH:21][CH:20]=2)=[CH:49][CH:50]=1. The yield is 0.100.